Task: Regression. Given a peptide amino acid sequence and an MHC pseudo amino acid sequence, predict their binding affinity value. This is MHC class II binding data.. Dataset: Peptide-MHC class II binding affinity with 134,281 pairs from IEDB (1) The peptide sequence is GEVLNALAYDVPIPG. The MHC is DRB1_0404 with pseudo-sequence DRB1_0404. The binding affinity (normalized) is 0.505. (2) The peptide sequence is ALLKNYGLLYCFRKD. The MHC is DRB1_0101 with pseudo-sequence DRB1_0101. The binding affinity (normalized) is 0.545. (3) The peptide sequence is SGIAFGSMAKKGDEQ. The MHC is DRB1_1201 with pseudo-sequence DRB1_1201. The binding affinity (normalized) is 0.0408. (4) The peptide sequence is EKNYFAATQFEPLAA. The MHC is HLA-DQA10401-DQB10402 with pseudo-sequence HLA-DQA10401-DQB10402. The binding affinity (normalized) is 0.401. (5) The peptide sequence is FRNIVNMLHGVRDGL. The MHC is HLA-DQA10102-DQB10602 with pseudo-sequence HLA-DQA10102-DQB10602. The binding affinity (normalized) is 0.570. (6) The binding affinity (normalized) is 0.300. The MHC is DRB4_0101 with pseudo-sequence DRB4_0103. The peptide sequence is NKHNRLYMEARPLEE. (7) The peptide sequence is KYTATISGLKPGVDY. The MHC is HLA-DQA10501-DQB10301 with pseudo-sequence HLA-DQA10501-DQB10301. The binding affinity (normalized) is 0.305. (8) The peptide sequence is QLSALWARFPLPVIP. The MHC is DRB1_1501 with pseudo-sequence DRB1_1501. The binding affinity (normalized) is 0.573. (9) The peptide sequence is FQKTILKATTALKDV. The MHC is DRB1_1302 with pseudo-sequence DRB1_1302. The binding affinity (normalized) is 0.697. (10) The peptide sequence is TLWQRPLVTIKIGGQLMEAL. The MHC is DRB1_0701 with pseudo-sequence DRB1_0701. The binding affinity (normalized) is 0.232.